From a dataset of Full USPTO retrosynthesis dataset with 1.9M reactions from patents (1976-2016). Predict the reactants needed to synthesize the given product. Given the product [Cl:1][CH2:2][C:3]1[CH:13]=[CH:14][C:9]([CH:5]2[CH2:8][CH2:7][CH2:6]2)=[C:10]([C:17]([F:18])([F:20])[F:19])[CH:11]=1, predict the reactants needed to synthesize it. The reactants are: [Cl:1][CH2:2][CH2:3]Cl.[CH:5]1([C:9]2[CH:14]=[CH:13]C(CO)=[CH:11][C:10]=2[C:17]([F:20])([F:19])[F:18])[CH2:8][CH2:7][CH2:6]1.S(Cl)(Cl)=O.